This data is from CYP2C19 inhibition data for predicting drug metabolism from PubChem BioAssay. The task is: Regression/Classification. Given a drug SMILES string, predict its absorption, distribution, metabolism, or excretion properties. Task type varies by dataset: regression for continuous measurements (e.g., permeability, clearance, half-life) or binary classification for categorical outcomes (e.g., BBB penetration, CYP inhibition). Dataset: cyp2c19_veith. (1) The compound is O=c1cc(N2CCC(Cc3ccccc3)CC2)[nH]c(=O)n1C1CCCCC1. The result is 1 (inhibitor). (2) The molecule is CCNc1ncc2nc(-c3cc(F)cc(F)c3)c(=O)n(CCOC)c2n1. The result is 0 (non-inhibitor). (3) The molecule is Cc1ccc(NC(=O)CN2C(=O)N/C(=C/c3ccc(C)o3)C2=O)cc1. The result is 0 (non-inhibitor). (4) The compound is CCOC(=O)c1ccc(Nc2nc(-c3cccnc3)nc3ccccc23)cc1. The result is 1 (inhibitor). (5) The molecule is Cc1ccc(-c2cnn(-c3cccc(C(F)(F)F)c3)c2N)cc1. The result is 1 (inhibitor).